This data is from Forward reaction prediction with 1.9M reactions from USPTO patents (1976-2016). The task is: Predict the product of the given reaction. Given the reactants Br[CH2:2][C:3]([C:5]12[CH2:14][CH:9]3[CH2:10][CH:11]([CH2:13][CH:7]([CH2:8]3)[CH2:6]1)[CH2:12]2)=[O:4].[Cl:15][C:16]1[CH:21]=[CH:20][C:19]([CH2:22][SH:23])=[CH:18][CH:17]=1, predict the reaction product. The product is: [C:5]12([C:3](=[O:4])[CH2:2][S:23][CH2:22][C:19]3[CH:20]=[CH:21][C:16]([Cl:15])=[CH:17][CH:18]=3)[CH2:14][CH:9]3[CH2:10][CH:11]([CH2:13][CH:7]([CH2:8]3)[CH2:6]1)[CH2:12]2.